Dataset: Reaction yield outcomes from USPTO patents with 853,638 reactions. Task: Predict the reaction yield, written as a fraction of the theoretical maximum amount of product (1.0 means a 100% yield; for example, 0.34 means a 34% yield). The reactants are [C:1]([O:4][CH2:5][C@@H:6]1[C@@H:11]([O:12][C:13](=[O:15])[CH3:14])[C@H:10]([O:16][C:17](=[O:19])[CH3:18])[C@H:9]([O:20][C:21](=[O:23])[CH3:22])[C@@H:8]([CH2:24]/[CH:25]=[CH:26]/[C:27]2[CH:32]=[CH:31][C:30](/[CH:33]=[CH:34]/[CH2:35][C@@H:36]3[C@@H:41]([O:42][C:43](=[O:45])[CH3:44])[C@@H:40]([O:46][C:47](=[O:49])[CH3:48])[C@H:39]([O:50][C:51](=[O:53])[CH3:52])[C@@H:38]([CH2:54][O:55][C:56](=[O:58])[CH3:57])[O:37]3)=[CH:29][CH:28]=2)[O:7]1)(=[O:3])[CH3:2]. The catalyst is CO.CC(O)=O.[OH-].[OH-].[Pd+2]. The product is [C:56]([O:55][CH2:54][C@@H:38]1[C@@H:39]([O:50][C:51](=[O:53])[CH3:52])[C@H:40]([O:46][C:47](=[O:49])[CH3:48])[C@H:41]([O:42][C:43](=[O:45])[CH3:44])[C@@H:36]([CH2:35][CH2:34][CH2:33][C:30]2[CH:29]=[CH:28][C:27]([CH2:26][CH2:25][CH2:24][C@@H:8]3[C@@H:9]([O:20][C:21](=[O:23])[CH3:22])[C@@H:10]([O:16][C:17](=[O:19])[CH3:18])[C@H:11]([O:12][C:13](=[O:15])[CH3:14])[C@@H:6]([CH2:5][O:4][C:1](=[O:3])[CH3:2])[O:7]3)=[CH:32][CH:31]=2)[O:37]1)(=[O:58])[CH3:57]. The yield is 0.448.